From a dataset of Experimentally validated miRNA-target interactions with 360,000+ pairs, plus equal number of negative samples. Binary Classification. Given a miRNA mature sequence and a target amino acid sequence, predict their likelihood of interaction. (1) The miRNA is hsa-miR-504-3p with sequence GGGAGUGCAGGGCAGGGUUUC. The protein sequence of the target gene is MLLFVEQVASKGTGLNPNAKVWQEIAPGNTDATPVTHGTESSWHEIAATSGAHPEGNAELSEDICKEYEVMYSSSCETTRNTTGIEESTDGMILGPEDLSYQIYDVSGESNSAVSTEDLKECLKKQLEFCFSRENLSKDLYLISQMDSDQFIPIWTVANMEEIKKLTTDPDLILEVLRSSPMVQVDEKGEKVRPSHKRCIVILREIPETTPIEEVKGLFKSENCPKVISCEFAHNSNWYITFQSDTDAQQAFKYLREEVKTFQGKPIMARIKAINTFFAKNGYRLMDSSIYSHPIQTQAQ.... Result: 0 (no interaction). (2) The miRNA is hsa-miR-6788-3p with sequence UUCGCCACUUCCCUCCCUGCAG. The protein sequence of the target gene is MAETSLLEAGASAASTAAALENLQVEASCSVCLEYLKEPVIIECGHNFCKACITRWWEDLERDFPCPVCRKTSRYRSLRPNRQLGSMVEIAKQLQAVKRKIRDESLCPQHHEALSLFCYEDQEAVCLICAISHTHRAHTVVPLDDATQEYKEKLQKCLEPLEQKLQEITRCKSSEEKKPGELKRLVESRRQQILREFEELHRRLDEEQQVLLSRLEEEEQDILQRLRENAAHLGDKRRDLAHLAAEVEGKCLQSGFEMLKDVKSTLEKNIPRKFGGSLSTICPRDHKALLGLVKEINRCE.... Result: 0 (no interaction). (3) The miRNA is cel-miR-80-5p with sequence AGCUUUCGACAUGAUUCUGAAC. The protein sequence of the target gene is MAASCPLPVTPDLPTLRAKLQGLLQFLRDALSISNAHTVDFYTESVWEELVDLPPETVLAALRKSASETEALPSETRPLVEAEWEAGMTDFPKIFCETSQKLVSVEAFALAAKYYSVQNLGICTPFEQLLVALRGNQNQRIGENQKAVEFMNMKKSHEVQAMSELISSIADYYGIKQVIDLGSGKGYLSSFLSLKYGLKVYGIDSSNTNTHGAEERNRKLKKHWKLCHAQSRLDVNGLALKMAKERKVQNKVKNKADTEEVFNNSPTNQEKMPTSAILPDFSGSVISNIRNQMETLHSQP.... Result: 0 (no interaction). (4) The miRNA is mmu-miR-669h-3p with sequence UAUGCAUAUACACACAUGCACA. The protein sequence of the target gene is MIATPLKHSRIYLPPEASSQRRNLPMDAIFFDSIPSGTLTPVKDLVKYQNSSLKLNDHKKNQFLKMTTFNNKNIFQSTMLTEATTSNSSLDISAIKPNKDGLKNKANYESPGKIFLRMKEKVLRDKQEQPSRNSSLLEPQKSGNNETFTPNRVEKKKLQHTYLCEEKENNKSFQSDDSSLRASVQGVPLESSNNDIFLPVKQKIQCQQEKKAPLHNLTYELPTLNQEQENFLAVEARNKTLTRAQLAKQIFHSKESIVATTKSKKDTFVLESVDSADEQFQNTNAETLSTNCIPIKNGSL.... Result: 0 (no interaction).